Dataset: Full USPTO retrosynthesis dataset with 1.9M reactions from patents (1976-2016). Task: Predict the reactants needed to synthesize the given product. (1) Given the product [C:1]([O:5][C:6]([N:8]1[CH2:13][CH2:12][CH2:11][C@H:10]([CH2:14][O:15][C:16]2[C:17]([O:31][C:28]3[CH:29]=[CH:30][C:25]([Cl:24])=[CH:26][C:27]=3[F:32])=[N:18][C:19]([CH3:22])=[CH:20][CH:21]=2)[CH2:9]1)=[O:7])([CH3:4])([CH3:3])[CH3:2], predict the reactants needed to synthesize it. The reactants are: [C:1]([O:5][C:6]([N:8]1[CH2:13][CH2:12][CH2:11][C@H:10]([CH2:14][O:15][C:16]2[C:17](I)=[N:18][C:19]([CH3:22])=[CH:20][CH:21]=2)[CH2:9]1)=[O:7])([CH3:4])([CH3:3])[CH3:2].[Cl:24][C:25]1[CH:30]=[CH:29][C:28]([OH:31])=[C:27]([F:32])[CH:26]=1. (2) The reactants are: Cl[C:2]1[C:7]2[CH2:8][N:9]([CH:12]([C:14]3[CH:15]=[N:16][C:17]([O:21][CH2:22][C:23]([F:28])([F:27])[CH:24]([F:26])[F:25])=[C:18]([CH3:20])[CH:19]=3)[CH3:13])[C:10](=[O:11])[C:6]=2[CH:5]=[CH:4][N:3]=1.[CH:29]([O:31][C:32]1[CH:37]=[CH:36][CH:35]=[CH:34][CH:33]=1)=[O:30]. Given the product [CH3:20][C:18]1[CH:19]=[C:14]([CH:12]([N:9]2[C:10](=[O:11])[C:6]3[CH:5]=[CH:4][N:3]=[C:2]([C:29]([O:31][C:32]4[CH:37]=[CH:36][CH:35]=[CH:34][CH:33]=4)=[O:30])[C:7]=3[CH2:8]2)[CH3:13])[CH:15]=[N:16][C:17]=1[O:21][CH2:22][C:23]([F:28])([F:27])[CH:24]([F:26])[F:25], predict the reactants needed to synthesize it. (3) Given the product [C:5]1([S:19]([OH:22])(=[O:21])=[O:20])[C:14]2[CH:13]=[CH:12][CH:11]=[C:10]([S:15]([OH:18])(=[O:17])=[O:16])[C:9]=2[CH:8]=[CH:7][CH:6]=1.[Cl:23][C:24]1[CH:29]=[CH:28][C:27]([CH:30]2[N:34]([C:35]3[CH:40]=[CH:39][C:38]([Cl:41])=[CH:37][C:36]=3[Cl:42])[N:33]=[C:32]([C:43]([NH:45][N:46]3[CH2:47][CH2:48][CH2:49][CH2:50][CH2:51]3)=[O:44])[CH2:31]2)=[CH:26][CH:25]=1, predict the reactants needed to synthesize it. The reactants are: O.O.O.O.[C:5]1([S:19]([OH:22])(=[O:21])=[O:20])[C:14]2[CH:13]=[CH:12][CH:11]=[C:10]([S:15]([OH:18])(=[O:17])=[O:16])[C:9]=2[CH:8]=[CH:7][CH:6]=1.[Cl:23][C:24]1[CH:29]=[CH:28][C:27]([CH:30]2[N:34]([C:35]3[CH:40]=[CH:39][C:38]([Cl:41])=[CH:37][C:36]=3[Cl:42])[N:33]=[C:32]([C:43]([NH:45][N:46]3[CH2:51][CH2:50][CH2:49][CH2:48][CH2:47]3)=[O:44])[CH2:31]2)=[CH:26][CH:25]=1. (4) Given the product [CH2:3]1[C:4]2[C:9](=[CH:8][C:7]([C@H:12]3[CH2:21][CH2:20][C@@:14]4([NH:18][C:17](=[O:19])[O:16][CH2:15]4)[CH2:13]3)=[CH:6][CH:5]=2)[CH2:10][CH2:11][C:2]21[O:24][CH2:23][CH2:22][O:1]2, predict the reactants needed to synthesize it. The reactants are: [O:1]=[C:2]1[CH2:11][CH2:10][C:9]2[CH:8]=[C:7]([C@H:12]3[CH2:21][CH2:20][C@@:14]4([NH:18][C:17](=[O:19])[O:16][CH2:15]4)[CH2:13]3)[CH:6]=[CH:5][C:4]=2[CH2:3]1.[CH2:22](O)[CH2:23][OH:24].C1(C)C=CC(S(O)(=O)=O)=CC=1. (5) Given the product [CH2:7]([NH:9][C:10]1[N:11]=[C:12]([S:21][CH3:22])[N:13]=[N:14][C:15]=1[CH2:16][OH:17])[CH3:8], predict the reactants needed to synthesize it. The reactants are: [H-].[Al+3].[Li+].[H-].[H-].[H-].[CH2:7]([NH:9][C:10]1[N:11]=[C:12]([S:21][CH3:22])[N:13]=[N:14][C:15]=1[C:16](OCC)=[O:17])[CH3:8].S([O-])([O-])(=O)=O.[NH4+].[NH4+]. (6) Given the product [C:1]([C:5]1[N:6]=[C:7]([N:16]2[CH2:20][CH2:19][C:18]([F:21])([F:22])[CH2:17]2)[C:8]2[C:9](=[N:11][N:12]([CH2:14][CH2:15][C:40]3[CH:39]=[CH:38][CH:37]=[CH:29][N:36]=3)[N:13]=2)[N:10]=1)([CH3:2])([CH3:3])[CH3:4], predict the reactants needed to synthesize it. The reactants are: [C:1]([C:5]1[N:6]=[C:7]([N:16]2[CH2:20][CH2:19][C:18]([F:22])([F:21])[CH2:17]2)[C:8]2[C:9](=[N:11][N:12]([CH2:14][CH3:15])[N:13]=2)[N:10]=1)([CH3:4])([CH3:3])[CH3:2].C(C1N=[C:29]([N:36]2[CH2:40][CH2:39][C:38](F)(F)[CH2:37]2)C2N=NNC=2N=1)(C)(C)C.Br.BrCCC1C=CC=CN=1.